From a dataset of Forward reaction prediction with 1.9M reactions from USPTO patents (1976-2016). Predict the product of the given reaction. (1) Given the reactants [Br:1][C:2]1[C:3]([N:9]2[CH2:14][CH2:13][O:12][CH2:11][CH2:10]2)=[CH:4][C:5]([NH2:8])=[N:6][CH:7]=1.[Cl:15][C:16]1[CH:17]=[C:18](B(O)O)[CH:19]=[CH:20][C:21]=1[F:22], predict the reaction product. The product is: [Br:1][C:2]1[C:3]([N:9]2[CH2:14][CH2:13][O:12][CH2:11][CH2:10]2)=[CH:4][C:5]([NH:8][C:18]2[CH:19]=[CH:20][C:21]([F:22])=[C:16]([Cl:15])[CH:17]=2)=[N:6][CH:7]=1. (2) Given the reactants [CH3:1][C:2]([N:20]1[CH:24]=[N:23][N:22]=[N:21]1)([CH3:19])[CH2:3][O:4][C:5]1[CH:6]=[CH:7][C:8]([NH:11]C(=O)OC(C)(C)C)=[N:9][CH:10]=1.C(=O)([O-])O.[Na+], predict the reaction product. The product is: [CH3:19][C:2]([N:20]1[CH:24]=[N:23][N:22]=[N:21]1)([CH3:1])[CH2:3][O:4][C:5]1[CH:6]=[CH:7][C:8]([NH2:11])=[N:9][CH:10]=1. (3) Given the reactants [C:1]([O:4][C@H:5]1[CH2:9][C@H:8]([N:10]2[CH:18]=[N:17][C:16]3[C:11]2=[N:12][CH:13]=[N:14][C:15]=3N)[O:7][C@@H:6]1[CH2:20][O:21][Si:22]([C:25]([CH3:28])([CH3:27])[CH3:26])([CH3:24])[CH3:23])(=[O:3])[CH3:2].C[Si]([Br:33])(C)C.C(ON=O)(C)(C)C.C([O-])(O)=O.[Na+], predict the reaction product. The product is: [C:1]([O:4][C@H:5]1[CH2:9][C@H:8]([N:10]2[CH:18]=[N:17][C:16]3[C:11]2=[N:12][CH:13]=[N:14][C:15]=3[Br:33])[O:7][C@@H:6]1[CH2:20][O:21][Si:22]([C:25]([CH3:28])([CH3:27])[CH3:26])([CH3:24])[CH3:23])(=[O:3])[CH3:2]. (4) Given the reactants [Cl:1][C:2]1[CH:6]=[C:5]([C:7]2[O:12][C:11](=[O:13])[C:10]3[CH:14]=[C:15]([C:19]#[N:20])[CH:16]=[C:17]([CH3:18])[C:9]=3[N:8]=2)[N:4]([C:21]2[C:26]([Cl:27])=[CH:25][CH:24]=[CH:23][N:22]=2)[N:3]=1.[OH-].[NH4+:29], predict the reaction product. The product is: [Cl:1][C:2]1[CH:6]=[C:5]([C:7]([NH:8][C:9]2[C:10]([C:11]([NH2:29])=[O:13])=[CH:14][C:15]([C:19]#[N:20])=[CH:16][C:17]=2[CH3:18])=[O:12])[N:4]([C:21]2[C:26]([Cl:27])=[CH:25][CH:24]=[CH:23][N:22]=2)[N:3]=1. (5) Given the reactants [CH2:1]([N:8]([CH2:29][C:30]1[CH:35]=[CH:34][CH:33]=[CH:32][CH:31]=1)[CH:9]([CH:13]([O:18][C:19]1[CH:24]=[CH:23][C:22]([F:25])=[CH:21][C:20]=1[N+:26]([O-])=O)[C:14]([F:17])([F:16])[F:15])[C:10]([OH:12])=[O:11])[C:2]1[CH:7]=[CH:6][CH:5]=[CH:4][CH:3]=1, predict the reaction product. The product is: [NH2:26][C:20]1[CH:21]=[C:22]([F:25])[CH:23]=[CH:24][C:19]=1[O:18][CH:13]([C:14]([F:15])([F:16])[F:17])[CH:9]([N:8]([CH2:29][C:30]1[CH:35]=[CH:34][CH:33]=[CH:32][CH:31]=1)[CH2:1][C:2]1[CH:7]=[CH:6][CH:5]=[CH:4][CH:3]=1)[C:10]([OH:12])=[O:11]. (6) Given the reactants [F:1][C:2]1[CH:9]=[CH:8][CH:7]=[C:6]([I:10])[C:3]=1[C:4]#N.[H-].C([Al+]CC(C)C)C(C)C.C1(C)C=CC=CC=1.S(=O)(=O)(O)[OH:29], predict the reaction product. The product is: [F:1][C:2]1[CH:9]=[CH:8][CH:7]=[C:6]([I:10])[C:3]=1[CH:4]=[O:29]. (7) Given the reactants [C:1]([C:3]1[C:11]2[C:6](=[CH:7][CH:8]=[C:9]([CH3:12])[CH:10]=2)[NH:5][N:4]=1)#[CH:2].[N:13]([C:16]1[CH:23]=[CH:22][C:19]([CH:20]=[O:21])=[CH:18][CH:17]=1)=[N+:14]=[N-:15], predict the reaction product. The product is: [CH3:12][C:9]1[CH:10]=[C:11]2[C:6](=[CH:7][CH:8]=1)[NH:5][N:4]=[C:3]2[C:1]1[N:15]=[N:14][N:13]([C:16]2[CH:17]=[CH:18][C:19]([CH:20]=[O:21])=[CH:22][CH:23]=2)[CH:2]=1.